From a dataset of Reaction yield outcomes from USPTO patents with 853,638 reactions. Predict the reaction yield, written as a fraction of the theoretical maximum amount of product (1.0 means a 100% yield; for example, 0.34 means a 34% yield). (1) The reactants are [CH3:1][N:2]1[C:6]([NH2:7])=[CH:5][C:4]([C:8]2[CH:13]=[CH:12][N:11]=[CH:10][CH:9]=2)=[N:3]1.[CH3:14][C:15]([O:18][C:19]([NH:21][C@H:22]([C:31](O)=[O:32])[CH2:23][C:24]1[CH:29]=[CH:28][C:27]([F:30])=[CH:26][CH:25]=1)=[O:20])([CH3:17])[CH3:16].C(Cl)CCl. The catalyst is N1C=CC=CC=1. The product is [F:30][C:27]1[CH:28]=[CH:29][C:24]([CH2:23][C@H:22]([NH:21][C:19](=[O:20])[O:18][C:15]([CH3:16])([CH3:14])[CH3:17])[C:31]([NH:7][C:6]2[N:2]([CH3:1])[N:3]=[C:4]([C:8]3[CH:13]=[CH:12][N:11]=[CH:10][CH:9]=3)[CH:5]=2)=[O:32])=[CH:25][CH:26]=1. The yield is 0.990. (2) The reactants are [CH2:1]([N:3]1[C:7](=[O:8])[C:6](=[O:9])[CH:5]([C:10]([O:12]CC)=[O:11])[CH2:4]1)[CH3:2].[Li+].[OH-].C(Cl)Cl. The catalyst is C1COCC1.O. The product is [CH2:1]([N:3]1[C:7](=[O:8])[C:6](=[O:9])[CH:5]([C:10]([OH:12])=[O:11])[CH2:4]1)[CH3:2]. The yield is 0.714. (3) The reactants are C(=O)([O-])[O-].[K+].[K+].C(#N)C.[OH:10][C:11]1[CH:19]=[CH:18][C:14]([C:15]([NH2:17])=[O:16])=[CH:13][CH:12]=1.Cl.Cl[CH2:22][CH2:23][N:24]1[CH2:29][CH2:28][O:27][CH2:26][CH2:25]1. The catalyst is CN(C)C=O. The product is [N:24]1([CH2:23][CH2:22][O:10][C:11]2[CH:19]=[CH:18][C:14]([C:15]([NH2:17])=[O:16])=[CH:13][CH:12]=2)[CH2:29][CH2:28][O:27][CH2:26][CH2:25]1. The yield is 0.230. (4) The yield is 0.570. The reactants are [F:1][C:2]1[C:3]([CH2:24][N:25]([CH3:33])[C:26](=[O:32])[O:27][C:28]([CH3:31])([CH3:30])[CH3:29])=[CH:4][N:5]([S:14]([C:17]2[O:18][C:19]([CH2:22]O)=[CH:20][CH:21]=2)(=[O:16])=[O:15])[C:6]=1[C:7]1[C:8]([F:13])=[N:9][CH:10]=[CH:11][CH:12]=1.C(N(S(F)(F)[F:40])CC)C.C(=O)([O-])O.[Na+]. The product is [F:1][C:2]1[C:3]([CH2:24][N:25]([CH3:33])[C:26](=[O:32])[O:27][C:28]([CH3:31])([CH3:29])[CH3:30])=[CH:4][N:5]([S:14]([C:17]2[O:18][C:19]([CH2:22][F:40])=[CH:20][CH:21]=2)(=[O:15])=[O:16])[C:6]=1[C:7]1[C:8]([F:13])=[N:9][CH:10]=[CH:11][CH:12]=1. The catalyst is ClCCl. (5) The reactants are C1(C)C=CC(S(O)(=O)=O)=CC=1.[Cl:12][C:13]1[CH:20]=[C:19]([CH2:21]O)[C:18]([CH2:23][CH2:24][OH:25])=[CH:17][C:14]=1[C:15]#[N:16].ClC1C(CCO)=C(CO)C=CC=1C#N.O. The catalyst is C1(C)C=CC=CC=1. The product is [Cl:12][C:13]1[CH:20]=[C:19]2[C:18]([CH2:23][CH2:24][O:25][CH2:21]2)=[CH:17][C:14]=1[C:15]#[N:16]. The yield is 0.790.